From a dataset of Catalyst prediction with 721,799 reactions and 888 catalyst types from USPTO. Predict which catalyst facilitates the given reaction. (1) Reactant: [N:1]1[C:9]2[CH:8]=[CH:7][N:6]=[CH:5][C:4]=2[NH:3][C:2]=1[C:10]1[C:18]2[N:17]3[CH:19]=[CH:20][CH:21]=[C:16]3[CH:15]([NH2:22])[C:14]=2[CH:13]=[CH:12][CH:11]=1.[NH:23]1[C:27]2[N:28]=[CH:29][CH:30]=[C:31]([C:32](O)=[O:33])[C:26]=2[CH:25]=[CH:24]1.Cl.CN(C)CCCN=C=NCC.ON1C2C=CC=CC=2N=N1. Product: [N:1]1[C:9]2[CH:8]=[CH:7][N:6]=[CH:5][C:4]=2[NH:3][C:2]=1[C:10]1[C:18]2[N:17]3[CH:19]=[CH:20][CH:21]=[C:16]3[CH:15]([NH:22][C:32]([C:31]3[C:26]4[CH:25]=[CH:24][NH:23][C:27]=4[N:28]=[CH:29][CH:30]=3)=[O:33])[C:14]=2[CH:13]=[CH:12][CH:11]=1. The catalyst class is: 9. (2) Reactant: [Cl:1][C:2]1[C:3]([CH3:18])=[C:4]([NH:10][C@H:11]([C@H:15]([OH:17])[CH3:16])[C:12]([OH:14])=O)[CH:5]=[CH:6][C:7]=1[C:8]#[N:9].F[B-](F)(F)F.CN(C)C(O)=[N+](C)C.C(N(C(C)C)CC)(C)C.C1C=CC2N(O)N=NC=2C=1.[C:51](=[N:59]O)([NH2:58])[C:52]1[CH:57]=[CH:56][CH:55]=[CH:54][CH:53]=1. Product: [Cl:1][C:2]1[C:3]([CH3:18])=[C:4]([NH:10][C@@H:11]([C:12]2[O:14][N:59]=[C:51]([C:52]3[CH:57]=[CH:56][CH:55]=[CH:54][CH:53]=3)[N:58]=2)[C@H:15]([OH:17])[CH3:16])[CH:5]=[CH:6][C:7]=1[C:8]#[N:9]. The catalyst class is: 650. (3) Reactant: [NH2:1][CH2:2][CH2:3][CH2:4][CH2:5][NH:6][C:7](=[O:13])[O:8][C:9]([CH3:12])([CH3:11])[CH3:10].[Cl:14][C:15]1[C:20]([N+:21]([O-:23])=[O:22])=[C:19](Cl)[C:18]([CH3:25])=[C:17]([CH3:26])[N:16]=1.C(N(CC)CC)C. Product: [Cl:14][C:15]1[C:20]([N+:21]([O-:23])=[O:22])=[C:19]([NH:1][CH2:2][CH2:3][CH2:4][CH2:5][NH:6][C:7](=[O:13])[O:8][C:9]([CH3:10])([CH3:12])[CH3:11])[C:18]([CH3:25])=[C:17]([CH3:26])[N:16]=1. The catalyst class is: 3. (4) Reactant: COC[O:4][C:5]1[CH:10]=[C:9]([O:11]COC)[CH:8]=[CH:7][C:6]=1[CH:15]1[CH2:24][CH2:23][C:18]2(OCC[O:19]2)[CH2:17][CH2:16]1.Cl. Product: [OH:4][C:5]1[CH:10]=[C:9]([OH:11])[CH:8]=[CH:7][C:6]=1[CH:15]1[CH2:16][CH2:17][C:18](=[O:19])[CH2:23][CH2:24]1. The catalyst class is: 5.